From a dataset of Forward reaction prediction with 1.9M reactions from USPTO patents (1976-2016). Predict the product of the given reaction. (1) Given the reactants [CH3:1][S:2]([C:5]1[CH:28]=[CH:27][C:8]([CH2:9][N:10]2[C:18]3[C:13](=[CH:14][C:15]([CH:19]=[C:20]4[S:24][C:23](=[S:25])[NH:22][C:21]4=[O:26])=[CH:16][CH:17]=3)[CH:12]=[N:11]2)=[C:7]([C:29]([F:32])([F:31])[F:30])[CH:6]=1)(=[O:4])=[O:3].[CH3:33]I, predict the reaction product. The product is: [CH3:1][S:2]([C:5]1[CH:28]=[CH:27][C:8]([CH2:9][N:10]2[C:18]3[C:13](=[CH:14][C:15]([CH:19]=[C:20]4[S:24][C:23]([S:25][CH3:33])=[N:22][C:21]4=[O:26])=[CH:16][CH:17]=3)[CH:12]=[N:11]2)=[C:7]([C:29]([F:32])([F:31])[F:30])[CH:6]=1)(=[O:4])=[O:3]. (2) Given the reactants Br[C:2]1[CH:3]=[C:4]([CH:28]=[CH:29][CH:30]=1)[CH2:5][C@H:6]1[C@H:14]2[C@@H:10]([N:11]([CH2:16][C:17]3[CH:22]=[CH:21][CH:20]=[C:19]([CH:23]([CH3:25])[CH3:24])[CH:18]=3)[C:12](=[O:15])[O:13]2)[CH2:9][S:8](=[O:27])(=[O:26])[CH2:7]1.C(P(CCCC)C1C=CC2C(=CC=CC=2)C=1C1C2C(=CC=CC=2)C=CC=1)CCC.[CH2:60]([OH:63])[CH2:61][CH3:62], predict the reaction product. The product is: [CH:23]([C:19]1[CH:18]=[C:17]([CH:22]=[CH:21][CH:20]=1)[CH2:16][N:11]1[C@@H:10]2[C@H:14]([C@H:6]([CH2:5][C:4]3[CH:28]=[CH:29][CH:30]=[C:2]([O:63][CH2:60][CH2:61][CH3:62])[CH:3]=3)[CH2:7][S:8](=[O:27])(=[O:26])[CH2:9]2)[O:13][C:12]1=[O:15])([CH3:25])[CH3:24]. (3) Given the reactants [Cl:1][C:2]1[CH:3]=[N:4][C:5]2[C:10]([C:11]=1[N:12]1[CH2:17][CH2:16][N:15]([CH2:18][CH2:19][NH2:20])[CH2:14][CH2:13]1)=[CH:9][C:8]([O:21][CH3:22])=[CH:7][CH:6]=2.[O-]S([O-])(=O)=O.[Na+].[Na+].[O:30]=[C:31]1[NH:36][C:35]2[N:37]=[C:38]([CH:41]=O)[CH:39]=[CH:40][C:34]=2[S:33][CH2:32]1.[BH4-].[Na+], predict the reaction product. The product is: [Cl:1][C:2]1[CH:3]=[N:4][C:5]2[C:10]([C:11]=1[N:12]1[CH2:17][CH2:16][N:15]([CH2:18][CH2:19][NH:20][CH2:41][C:38]3[CH:39]=[CH:40][C:34]4[S:33][CH2:32][C:31](=[O:30])[NH:36][C:35]=4[N:37]=3)[CH2:14][CH2:13]1)=[CH:9][C:8]([O:21][CH3:22])=[CH:7][CH:6]=2. (4) Given the reactants C([O:3][C:4]([CH2:6][O:7][C:8]1[C:17]([O:18][CH2:19][C:20]([O:22]CC)=[O:21])=[CH:16][CH:15]=[CH:14][C:9]=1[C:10]([O:12]C)=[O:11])=[O:5])C.[OH-].[Na+], predict the reaction product. The product is: [C:4]([CH2:6][O:7][C:8]1[C:17]([O:18][CH2:19][C:20]([OH:22])=[O:21])=[CH:16][CH:15]=[CH:14][C:9]=1[C:10]([OH:12])=[O:11])([OH:5])=[O:3]. (5) Given the reactants [C:1]([C@@H:4]([NH:19][C:20](=[O:26])[O:21][C:22]([CH3:25])([CH3:24])[CH3:23])[CH2:5][CH2:6][CH2:7][NH:8]C(OCC1C=CC=CC=1)=O)(=O)[CH3:2], predict the reaction product. The product is: [CH3:2][CH:1]1[C@H:4]([NH:19][C:20](=[O:26])[O:21][C:22]([CH3:25])([CH3:24])[CH3:23])[CH2:5][CH2:6][CH2:7][NH:8]1. (6) Given the reactants [C:1](Cl)(=[O:5])[CH2:2][CH2:3][CH3:4].Cl.[NH2:8][CH2:9][C:10]1[CH:15]=[CH:14][C:13]([C:16]([N:18]2[CH2:27][C:26]3[CH:25]=[N:24][N:23]([CH3:28])[C:22]=3[NH:21][C:20]3[CH:29]=[C:30]([Cl:33])[CH:31]=[CH:32][C:19]2=3)=[O:17])=[CH:12][C:11]=1[Cl:34].CC1C=C2N=C3C(=NC(NC3=O)=O)N(C[C@H](O)[C@H](O)[C@H](O)COP([O-])(O)=O)C2=CC=1C.[Na+], predict the reaction product. The product is: [Cl:34][C:11]1[CH:12]=[C:13]([C:16]([N:18]2[CH2:27][C:26]3[CH:25]=[N:24][N:23]([CH3:28])[C:22]=3[NH:21][C:20]3[CH:29]=[C:30]([Cl:33])[CH:31]=[CH:32][C:19]2=3)=[O:17])[CH:14]=[CH:15][C:10]=1[CH2:9][NH:8][C:1](=[O:5])[CH2:2][CH2:3][CH3:4].